The task is: Predict which catalyst facilitates the given reaction.. This data is from Catalyst prediction with 721,799 reactions and 888 catalyst types from USPTO. (1) Reactant: [CH3:1][N:2]1[C:6]([C:7]([F:10])([F:9])[F:8])=[CH:5][C:4]([NH:11][C:12]([N:14]2[C:22]3[C:17](=[CH:18][C:19]([O:23][C:24]4[CH:29]=[C:28]([CH2:30][NH:31][CH3:32])[N:27]=[CH:26][N:25]=4)=[CH:20][CH:21]=3)[CH:16]=[CH:15]2)=[O:13])=[N:3]1.[OH:33]O.O. Product: [CH3:1][N:2]1[C:6]([C:7]([F:8])([F:9])[F:10])=[CH:5][C:4]([NH:11][C:12]([N:14]2[C:22]3[C:17](=[CH:18][C:19]([O:23][C:24]4[N:25]=[CH:26][N:27]=[C:28](/[CH:30]=[N+:31](\[O-:33])/[CH3:32])[CH:29]=4)=[CH:20][CH:21]=3)[CH:16]=[CH:15]2)=[O:13])=[N:3]1. The catalyst class is: 291. (2) Reactant: O[N:2]1[C:7]([CH3:9])([CH3:8])[CH2:6][CH:5]([C:10]#[N:11])[CH2:4][C:3]1([CH3:13])[CH3:12]. Product: [CH3:12][C:3]1([CH3:13])[CH2:4][CH:5]([C:10]#[N:11])[CH2:6][C:7]([CH3:9])([CH3:8])[NH:2]1. The catalyst class is: 292. (3) Reactant: CO[C:3](=[O:12])[C:4]1[CH:9]=[CH:8][CH:7]=[CH:6][C:5]=1[CH2:10]Br.[Cl:13][C:14]1[CH:19]=[CH:18][C:17]([CH2:20][CH2:21][CH2:22][NH2:23])=[CH:16][CH:15]=1.C([O-])([O-])=O.[K+].[K+].C(OCC)(=O)C. Product: [Cl:13][C:14]1[CH:15]=[CH:16][C:17]([CH2:20][CH2:21][CH2:22][N:23]2[CH2:10][C:5]3[C:4](=[CH:9][CH:8]=[CH:7][CH:6]=3)[C:3]2=[O:12])=[CH:18][CH:19]=1. The catalyst class is: 345. (4) Reactant: [OH:1][CH:2]1[CH2:7][CH2:6][CH2:5][N:4]([NH:8][C:9]([C:11]2[N:12]=[C:13]([C:31]3[CH:36]=[CH:35][C:34]([Cl:37])=[CH:33][C:32]=3[Cl:38])[N:14]([C:17]3[CH:22]=[CH:21][C:20]([O:23]CC4C=CC=CC=4)=[CH:19][CH:18]=3)[C:15]=2[CH3:16])=[O:10])[CH2:3]1.CSC.B(F)(F)F.CCOCC.O1CCOCC1. Product: [OH:1][CH:2]1[CH2:7][CH2:6][CH2:5][N:4]([NH:8][C:9]([C:11]2[N:12]=[C:13]([C:31]3[CH:36]=[CH:35][C:34]([Cl:37])=[CH:33][C:32]=3[Cl:38])[N:14]([C:17]3[CH:18]=[CH:19][C:20]([OH:23])=[CH:21][CH:22]=3)[C:15]=2[CH3:16])=[O:10])[CH2:3]1. The catalyst class is: 98. (5) Reactant: [Br:1][C:2]1[CH:3]=[CH:4][C:5]([CH2:8]O)=[N:6][CH:7]=1.S(Cl)([Cl:12])=O. Product: [Br:1][C:2]1[CH:3]=[CH:4][C:5]([CH2:8][Cl:12])=[N:6][CH:7]=1. The catalyst class is: 754. (6) Reactant: [C:1]([C:3]1[CH:4]=[C:5]([CH:20]=[CH:21][CH:22]=1)[CH2:6][CH:7]1[CH2:12][CH2:11][N:10](C(OC(C)(C)C)=O)[CH2:9][CH2:8]1)#[N:2].[C:23]([O-:26])(=O)[CH3:24].[NH4+].[N+:28](CC)([O-])=O. Product: [CH3:24][C:23]1[O:26][N:2]=[C:1]([C:3]2[CH:4]=[C:5]([CH:20]=[CH:21][CH:22]=2)[CH2:6][CH:7]2[CH2:8][CH2:9][NH:10][CH2:11][CH2:12]2)[N:28]=1. The catalyst class is: 15. (7) Reactant: [C:1]([C:5]1[CH:10]=[CH:9][C:8]([C:11]2[CH:19]=[C:18]3[C:14]([CH:15]=[CH:16][N:17]3[CH3:20])=[CH:13][CH:12]=2)=[CH:7][CH:6]=1)([CH3:4])([CH3:3])[CH3:2].C([Li])CCC.[C:26](=[O:28])=[O:27]. Product: [C:1]([C:5]1[CH:6]=[CH:7][C:8]([C:11]2[CH:19]=[C:18]3[C:14]([C:15]([C:26]([OH:28])=[O:27])=[CH:16][N:17]3[CH3:20])=[CH:13][CH:12]=2)=[CH:9][CH:10]=1)([CH3:4])([CH3:2])[CH3:3]. The catalyst class is: 1. (8) Reactant: C[O:2][C:3](=[O:41])[CH2:4][CH2:5][C:6]1[CH:11]=[CH:10][C:9]([O:12][CH2:13][CH2:14][C:15]2[N:16]=[C:17]([C:21]3[CH:26]=[CH:25][C:24]([C:27]4[CH:32]=[CH:31][CH:30]=[CH:29][CH:28]=4)=[CH:23][CH:22]=3)[O:18][C:19]=2[CH3:20])=[CH:8][C:7]=1[CH2:33][NH:34][C:35]([O:37][CH:38]([CH3:40])[CH3:39])=[O:36].C[Si]([N-][Si](C)(C)C)(C)C.[Na+].[CH2:52](I)[CH3:53]. Product: [C:24]1([C:27]2[CH:28]=[CH:29][CH:30]=[CH:31][CH:32]=2)[CH:23]=[CH:22][C:21]([C:17]2[O:18][C:19]([CH3:20])=[C:15]([CH2:14][CH2:13][O:12][C:9]3[CH:10]=[CH:11][C:6]([CH2:5][CH2:4][C:3]([OH:2])=[O:41])=[C:7]([CH2:33][N:34]([CH2:52][CH3:53])[C:35]([O:37][CH:38]([CH3:40])[CH3:39])=[O:36])[CH:8]=3)[N:16]=2)=[CH:26][CH:25]=1. The catalyst class is: 31. (9) Reactant: [OH:1]OS([O-])=O.[K+].[Br:7][C:8]1[C:9]([C:16]2[S:17][C:18]3[CH:19]=[N:20][CH:21]=[CH:22][C:23]=3[N:24]=2)=[N:10][C:11]([S:14][CH3:15])=[N:12][CH:13]=1.[OH2:25]. Product: [Br:7][C:8]1[C:9]([C:16]2[S:17][C:18]3[CH:19]=[N:20][CH:21]=[CH:22][C:23]=3[N:24]=2)=[N:10][C:11]([S:14]([CH3:15])(=[O:1])=[O:25])=[N:12][CH:13]=1. The catalyst class is: 4.